From a dataset of Reaction yield outcomes from USPTO patents with 853,638 reactions. Predict the reaction yield, written as a fraction of the theoretical maximum amount of product (1.0 means a 100% yield; for example, 0.34 means a 34% yield). (1) The reactants are C([O:3][C:4]([C:6]1[CH:10]=[CH:9][N:8]([C:11]2[CH:16]=[CH:15][CH:14]=[C:13]([NH:17][C:18]3[CH:23]=[CH:22][C:21]([Cl:24])=[CH:20][CH:19]=3)[N:12]=2)[N:7]=1)=[O:5])C. The catalyst is Cl. The product is [Cl:24][C:21]1[CH:22]=[CH:23][C:18]([NH:17][C:13]2[N:12]=[C:11]([N:8]3[CH:9]=[CH:10][C:6]([C:4]([OH:5])=[O:3])=[N:7]3)[CH:16]=[CH:15][CH:14]=2)=[CH:19][CH:20]=1. The yield is 0.810. (2) The yield is 0.280. The product is [CH2:36]([C:29]1[CH:30]=[C:31]([OH:35])[C:32]([F:34])=[CH:33][C:28]=1[C:24]1[CH:23]=[C:22]2[C:27]([C:19]([C:17]3[NH:16][C:13]4[CH2:14][CH2:15][N:10]([C:8]([C:5]5[CH:4]=[N:3][C:2]([NH:46][CH2:45][CH2:44][N:38]6[CH2:43][CH2:42][O:41][CH2:40][CH2:39]6)=[CH:7][N:6]=5)=[O:9])[CH2:11][C:12]=4[N:18]=3)=[N:20][NH:21]2)=[CH:26][CH:25]=1)[CH3:37]. The reactants are Cl[C:2]1[N:3]=[CH:4][C:5]([C:8]([N:10]2[CH2:15][CH2:14][C:13]3[NH:16][C:17]([C:19]4[C:27]5[C:22](=[CH:23][C:24]([C:28]6[CH:33]=[C:32]([F:34])[C:31]([OH:35])=[CH:30][C:29]=6[CH2:36][CH3:37])=[CH:25][CH:26]=5)[NH:21][N:20]=4)=[N:18][C:12]=3[CH2:11]2)=[O:9])=[N:6][CH:7]=1.[N:38]1([CH2:44][CH2:45][NH2:46])[CH2:43][CH2:42][O:41][CH2:40][CH2:39]1. No catalyst specified. (3) The reactants are CCN(C(C)C)C(C)C.[CH:10]1([C:13](Cl)=[O:14])[CH2:12][CH2:11]1.Cl.[NH2:17][CH2:18][C:19]1[CH:24]=[CH:23][C:22]([C:25]([N:27]2[CH2:36][C:35]3[CH:34]=[N:33][N:32]([CH3:37])[C:31]=3[NH:30][C:29]3[CH:38]=[C:39]([CH3:42])[CH:40]=[CH:41][C:28]2=3)=[O:26])=[CH:21][C:20]=1[F:43]. The catalyst is ClCCl. The product is [CH3:37][N:32]1[C:31]2[NH:30][C:29]3[CH:38]=[C:39]([CH3:42])[CH:40]=[CH:41][C:28]=3[N:27]([C:25]([C:22]3[CH:23]=[CH:24][C:19]([CH2:18][NH:17][C:13]([CH:10]4[CH2:12][CH2:11]4)=[O:14])=[C:20]([F:43])[CH:21]=3)=[O:26])[CH2:36][C:35]=2[CH:34]=[N:33]1. The yield is 0.540. (4) The reactants are [CH2:1]([C:3]1[C:11]2[N:10]=[CH:9][N:8]([C:12]([O:14][C:15]([CH3:18])([CH3:17])[CH3:16])=[O:13])[C:7]=2[CH:6]=[CH:5][C:4]=1[N+:19]([O-])=O)[CH3:2]. The catalyst is CO.[Pd]. The product is [NH2:19][C:4]1[CH:5]=[CH:6][C:7]2[N:8]([C:12]([O:14][C:15]([CH3:16])([CH3:17])[CH3:18])=[O:13])[CH:9]=[N:10][C:11]=2[C:3]=1[CH2:1][CH3:2]. The yield is 0.760. (5) The reactants are [F:1][C:2]([F:6])([F:5])[CH2:3][OH:4].CC(C)([O-])C.[K+].Cl[C:14]1[N:15]=[CH:16][C:17]([C:20]([O:22][C:23]([CH3:26])([CH3:25])[CH3:24])=[O:21])=[N:18][CH:19]=1. The catalyst is C1COCC1. The product is [F:1][C:2]([F:6])([F:5])[CH2:3][O:4][C:14]1[N:15]=[CH:16][C:17]([C:20]([O:22][C:23]([CH3:26])([CH3:25])[CH3:24])=[O:21])=[N:18][CH:19]=1. The yield is 0.740. (6) The reactants are [C:1]1([C:7]2[O:8][C:9]3[CH:15]=[CH:14][C:13]([NH2:16])=[CH:12][C:10]=3[N:11]=2)[CH:6]=[CH:5][CH:4]=[CH:3][CH:2]=1.N1C=CC=CC=1.[CH2:23]([S:26](Cl)(=[O:28])=[O:27])[CH2:24][CH3:25]. The catalyst is ClCCl. The product is [C:1]1([C:7]2[O:8][C:9]3[CH:15]=[CH:14][C:13]([NH:16][S:26]([CH2:23][CH2:24][CH3:25])(=[O:28])=[O:27])=[CH:12][C:10]=3[N:11]=2)[CH:2]=[CH:3][CH:4]=[CH:5][CH:6]=1. The yield is 0.250. (7) The reactants are [P:1]([OH:29])([OH:28])([O:3][C:4]1[CH:9]=[CH:8][C:7]([Cl:10])=[CH:6][C:5]=1[C:11](=[O:27])[NH:12][C:13]1[CH:18]=[C:17]([C:19]([F:22])([F:21])[F:20])[CH:16]=[C:15]([C:23]([F:26])([F:25])[F:24])[CH:14]=1)=[O:2].[NH:30]([CH2:34][CH2:35][OH:36])[CH2:31][CH2:32][OH:33]. The catalyst is CO. The product is [NH:30]([CH2:34][CH2:35][OH:36])[CH2:31][CH2:32][OH:33].[NH:30]([CH2:34][CH2:35][OH:36])[CH2:31][CH2:32][OH:33].[P:1]([OH:29])([OH:28])([O:3][C:4]1[CH:9]=[CH:8][C:7]([Cl:10])=[CH:6][C:5]=1[C:11](=[O:27])[NH:12][C:13]1[CH:18]=[C:17]([C:19]([F:20])([F:21])[F:22])[CH:16]=[C:15]([C:23]([F:24])([F:25])[F:26])[CH:14]=1)=[O:2]. The yield is 1.00.